From a dataset of Full USPTO retrosynthesis dataset with 1.9M reactions from patents (1976-2016). Predict the reactants needed to synthesize the given product. (1) Given the product [CH3:1][C:2]1[CH:7]=[CH:6][N:5]=[CH:4][C:3]=1[C:8]1[CH:17]=[C:16]2[C:11]([CH:12]=[C:13]([NH:18][C:25]([CH:24]3[CH:23]4[CH:19]3[CH2:20][O:21][CH2:22]4)=[O:26])[N:14]=[CH:15]2)=[CH:10][CH:9]=1, predict the reactants needed to synthesize it. The reactants are: [CH3:1][C:2]1[CH:7]=[CH:6][N:5]=[CH:4][C:3]=1[C:8]1[CH:17]=[C:16]2[C:11]([CH:12]=[C:13]([NH2:18])[N:14]=[CH:15]2)=[CH:10][CH:9]=1.[CH:19]12[CH:24]([C:25](O)=[O:26])[CH:23]1[CH2:22][O:21][CH2:20]2. (2) The reactants are: Br[C:2]1[C:7]([F:8])=[C:6]([F:9])[C:5]([F:10])=[C:4]([S:11]([NH:14][C:15]2[CH:20]=[CH:19][C:18]([O:21][CH3:22])=[CH:17][CH:16]=2)(=[O:13])=[O:12])[C:3]=1[F:23]. Given the product [F:10][C:5]1[C:6]([F:9])=[C:7]([F:8])[CH:2]=[C:3]([F:23])[C:4]=1[S:11]([NH:14][C:15]1[CH:20]=[CH:19][C:18]([O:21][CH3:22])=[CH:17][CH:16]=1)(=[O:12])=[O:13], predict the reactants needed to synthesize it. (3) The reactants are: [Si]([O:8][CH2:9][C@@H:10]([NH:12][C:13]1[CH:18]=[CH:17][CH:16]=[C:15]([Cl:19])[CH:14]=1)[CH3:11])(C(C)(C)C)(C)C.C(=O)=O.CC(C)=O.[C:27]([O:31][C:32](O[C:32]([O:31][C:27]([CH3:30])([CH3:29])[CH3:28])=[O:33])=[O:33])([CH3:30])([CH3:29])[CH3:28].O. Given the product [C:27]([O:31][C:32](=[O:33])[N:12]([C:13]1[CH:18]=[CH:17][CH:16]=[C:15]([Cl:19])[CH:14]=1)[C@@H:10]([CH3:11])[CH2:9][OH:8])([CH3:30])([CH3:29])[CH3:28], predict the reactants needed to synthesize it.